Dataset: NCI-60 drug combinations with 297,098 pairs across 59 cell lines. Task: Regression. Given two drug SMILES strings and cell line genomic features, predict the synergy score measuring deviation from expected non-interaction effect. (1) Drug 1: CC12CCC(CC1=CCC3C2CCC4(C3CC=C4C5=CN=CC=C5)C)O. Drug 2: CC12CCC3C(C1CCC2O)C(CC4=C3C=CC(=C4)O)CCCCCCCCCS(=O)CCCC(C(F)(F)F)(F)F. Cell line: TK-10. Synergy scores: CSS=3.97, Synergy_ZIP=-1.29, Synergy_Bliss=-0.472, Synergy_Loewe=-0.852, Synergy_HSA=-0.837. (2) Drug 1: CC1=C(C=C(C=C1)C(=O)NC2=CC(=CC(=C2)C(F)(F)F)N3C=C(N=C3)C)NC4=NC=CC(=N4)C5=CN=CC=C5. Drug 2: CC=C1C(=O)NC(C(=O)OC2CC(=O)NC(C(=O)NC(CSSCCC=C2)C(=O)N1)C(C)C)C(C)C. Cell line: NCI-H322M. Synergy scores: CSS=0.530, Synergy_ZIP=1.45, Synergy_Bliss=-2.26, Synergy_Loewe=-36.1, Synergy_HSA=-16.2.